Dataset: NCI-60 drug combinations with 297,098 pairs across 59 cell lines. Task: Regression. Given two drug SMILES strings and cell line genomic features, predict the synergy score measuring deviation from expected non-interaction effect. (1) Drug 2: CC12CCC3C(C1CCC2OP(=O)(O)O)CCC4=C3C=CC(=C4)OC(=O)N(CCCl)CCCl.[Na+]. Cell line: CCRF-CEM. Drug 1: C1CCC(CC1)NC(=O)N(CCCl)N=O. Synergy scores: CSS=3.49, Synergy_ZIP=-14.1, Synergy_Bliss=-21.7, Synergy_Loewe=-43.5, Synergy_HSA=-21.0. (2) Synergy scores: CSS=20.1, Synergy_ZIP=-0.156, Synergy_Bliss=0.949, Synergy_Loewe=-51.8, Synergy_HSA=2.66. Drug 1: C1CC(=O)NC(=O)C1N2CC3=C(C2=O)C=CC=C3N. Cell line: COLO 205. Drug 2: CCC1=CC2CC(C3=C(CN(C2)C1)C4=CC=CC=C4N3)(C5=C(C=C6C(=C5)C78CCN9C7C(C=CC9)(C(C(C8N6C)(C(=O)OC)O)OC(=O)C)CC)OC)C(=O)OC.C(C(C(=O)O)O)(C(=O)O)O. (3) Drug 1: CC1C(C(CC(O1)OC2CC(CC3=C2C(=C4C(=C3O)C(=O)C5=C(C4=O)C(=CC=C5)OC)O)(C(=O)C)O)N)O.Cl. Drug 2: CCC1(CC2CC(C3=C(CCN(C2)C1)C4=CC=CC=C4N3)(C5=C(C=C6C(=C5)C78CCN9C7C(C=CC9)(C(C(C8N6C=O)(C(=O)OC)O)OC(=O)C)CC)OC)C(=O)OC)O.OS(=O)(=O)O. Cell line: MOLT-4. Synergy scores: CSS=65.7, Synergy_ZIP=6.38, Synergy_Bliss=7.09, Synergy_Loewe=-0.558, Synergy_HSA=6.63. (4) Drug 1: CCC(=C(C1=CC=CC=C1)C2=CC=C(C=C2)OCCN(C)C)C3=CC=CC=C3.C(C(=O)O)C(CC(=O)O)(C(=O)O)O. Drug 2: CC12CCC3C(C1CCC2OP(=O)(O)O)CCC4=C3C=CC(=C4)OC(=O)N(CCCl)CCCl.[Na+]. Cell line: NCI-H460. Synergy scores: CSS=13.1, Synergy_ZIP=1.76, Synergy_Bliss=6.08, Synergy_Loewe=2.17, Synergy_HSA=2.26. (5) Drug 1: CC1C(C(CC(O1)OC2CC(OC(C2O)C)OC3=CC4=CC5=C(C(=O)C(C(C5)C(C(=O)C(C(C)O)O)OC)OC6CC(C(C(O6)C)O)OC7CC(C(C(O7)C)O)OC8CC(C(C(O8)C)O)(C)O)C(=C4C(=C3C)O)O)O)O. Drug 2: CN1C2=C(C=C(C=C2)N(CCCl)CCCl)N=C1CCCC(=O)O.Cl. Cell line: T-47D. Synergy scores: CSS=16.6, Synergy_ZIP=-1.10, Synergy_Bliss=-2.01, Synergy_Loewe=-46.7, Synergy_HSA=-4.00. (6) Drug 1: CN(CCCl)CCCl.Cl. Drug 2: C1C(C(OC1N2C=NC3=C2NC=NCC3O)CO)O. Cell line: TK-10. Synergy scores: CSS=23.0, Synergy_ZIP=-3.73, Synergy_Bliss=-1.08, Synergy_Loewe=-5.17, Synergy_HSA=-2.36. (7) Drug 1: CN(CCCl)CCCl.Cl. Drug 2: C1CNP(=O)(OC1)N(CCCl)CCCl. Cell line: MCF7. Synergy scores: CSS=10.2, Synergy_ZIP=-1.40, Synergy_Bliss=2.22, Synergy_Loewe=-5.46, Synergy_HSA=0.410. (8) Drug 1: C1=CC(=CC=C1CCC2=CNC3=C2C(=O)NC(=N3)N)C(=O)NC(CCC(=O)O)C(=O)O. Drug 2: C(CN)CNCCSP(=O)(O)O. Cell line: HL-60(TB). Synergy scores: CSS=64.7, Synergy_ZIP=2.57, Synergy_Bliss=2.49, Synergy_Loewe=-9.02, Synergy_HSA=3.20. (9) Drug 1: C1CN(CCN1C(=O)CCBr)C(=O)CCBr. Cell line: HOP-92. Drug 2: COC1=C2C(=CC3=C1OC=C3)C=CC(=O)O2. Synergy scores: CSS=19.7, Synergy_ZIP=1.09, Synergy_Bliss=0.177, Synergy_Loewe=-1.11, Synergy_HSA=0.0720. (10) Drug 1: CNC(=O)C1=CC=CC=C1SC2=CC3=C(C=C2)C(=NN3)C=CC4=CC=CC=N4. Drug 2: C1=CC(=CC=C1CC(C(=O)O)N)N(CCCl)CCCl.Cl. Cell line: COLO 205. Synergy scores: CSS=29.2, Synergy_ZIP=3.57, Synergy_Bliss=3.21, Synergy_Loewe=-3.39, Synergy_HSA=-2.36.